This data is from Catalyst prediction with 721,799 reactions and 888 catalyst types from USPTO. The task is: Predict which catalyst facilitates the given reaction. (1) Reactant: [Br:1][C:2]1[CH:11]=[C:10]2[C:5]([CH2:6][CH2:7][CH2:8][C:9]2=[O:12])=[CH:4][CH:3]=1.[CH3:13][O:14][C:15]1[CH:20]=[CH:19][C:18]([Mg]Br)=[CH:17][CH:16]=1.FC(F)(F)C(O)=O. Product: [Br:1][C:2]1[CH:11]=[C:10]2[C:5]([CH2:6][CH2:7][CH2:8][C:9]2([C:18]2[CH:19]=[CH:20][C:15]([O:14][CH3:13])=[CH:16][CH:17]=2)[OH:12])=[CH:4][CH:3]=1. The catalyst class is: 7. (2) Reactant: Cl.[NH2:2][CH:3]([CH2:30][C:31]1[CH:36]=[CH:35][C:34]([F:37])=[CH:33][CH:32]=1)[C:4]([N:6]1[CH2:11][CH2:10][N:9]([CH:12]([CH2:17][C:18]2[CH:27]=[CH:26][C:25]3[C:20](=[CH:21][CH:22]=[CH:23][CH:24]=3)[CH:19]=2)[C:13]([NH:15][CH3:16])=[O:14])[CH2:8][CH:7]1[CH2:28][CH3:29])=[O:5].[NH2:38][C:39]([CH3:44])([CH3:43])[C:40](O)=[O:41].ON1C2C=C[CH:53]=[CH:54][C:49]=2N=N1.[CH3:55]N1CCOCC1.CC[O:64][C:65](C)=[O:66]. Product: [C:54]([O:66][C:65](=[O:64])[NH:38][C:39]([C:40](=[O:41])[NH:2][CH:3]([CH2:30][C:31]1[CH:36]=[CH:35][C:34]([F:37])=[CH:33][CH:32]=1)[C:4]([N:6]1[CH2:11][CH2:10][N:9]([CH:12]([C:13](=[O:14])[NH:15][CH3:16])[CH2:17][C:18]2[CH:27]=[CH:26][C:25]3[C:20](=[CH:21][CH:22]=[CH:23][CH:24]=3)[CH:19]=2)[CH2:8][CH:7]1[CH2:28][CH3:29])=[O:5])([CH3:44])[CH3:43])([CH3:53])([CH3:49])[CH3:55]. The catalyst class is: 18. (3) Reactant: [NH2:1][C:2]([CH2:7][CH3:8])([CH2:5][OH:6])[CH2:3][OH:4].C(N(CC)C(C)C)(C)C.[C:18]([O:22][C:23](O[C:23]([O:22][C:18]([CH3:21])([CH3:20])[CH3:19])=[O:24])=[O:24])([CH3:21])([CH3:20])[CH3:19].[OH-].[Na+]. Product: [C:18]([O:22][C:23](=[O:24])[NH:1][C:2]([CH2:5][OH:6])([CH2:3][OH:4])[CH2:7][CH3:8])([CH3:21])([CH3:20])[CH3:19]. The catalyst class is: 5. (4) Reactant: C1(C(C2C=CC=CC=2)=[N:8][C:9]2[CH:10]=[CH:11][C:12]3[C@H:17]([CH2:18][CH2:19][N:20]4[CH2:25][CH2:24][N:23]([C:26]5[C:35]6[C:30](=[CH:31][C:32]([F:36])=[CH:33][CH:34]=6)[CH:29]=[CH:28][CH:27]=5)[CH2:22][C@H:21]4[CH3:37])[O:16][CH2:15][CH2:14][C:13]=3[CH:38]=2)C=CC=CC=1.C([O-])(=O)C.[Na+].Cl.NO.O. Product: [F:36][C:32]1[CH:31]=[C:30]2[C:35](=[CH:34][CH:33]=1)[C:26]([N:23]1[CH2:24][CH2:25][N:20]([CH2:19][CH2:18][C@H:17]3[C:12]4[CH:11]=[CH:10][C:9]([NH2:8])=[CH:38][C:13]=4[CH2:14][CH2:15][O:16]3)[C@H:21]([CH3:37])[CH2:22]1)=[CH:27][CH:28]=[CH:29]2. The catalyst class is: 5. (5) Reactant: [Cl:1][C:2]1[N:7]=[C:6]([Cl:8])[C:5]([CH2:9]Cl)=[CH:4][N:3]=1.F[C:12]1[CH:18]=[C:17]([O:19][CH3:20])[CH:16]=[CH:15][C:13]=1[NH2:14].C(=O)([O-])[O-].[K+].[K+]. Product: [Cl:1][C:2]1[N:7]=[C:6]([Cl:8])[C:5]([CH2:9][NH:14][C:13]2[CH:12]=[CH:18][C:17]([O:19][CH3:20])=[CH:16][CH:15]=2)=[CH:4][N:3]=1. The catalyst class is: 21.